The task is: Predict which catalyst facilitates the given reaction.. This data is from Catalyst prediction with 721,799 reactions and 888 catalyst types from USPTO. (1) Reactant: [CH3:1][N:2]1[CH:6]=[C:5]([C:7]2[C:8]([C:17]#[N:18])=[CH:9][C:10]3[NH:15][CH2:14][CH2:13][O:12][C:11]=3[CH:16]=2)[CH:4]=[N:3]1.Br[C:20]1[C:24]2[CH2:25][N:26]([C:29]([O:31][C:32]([CH3:35])([CH3:34])[CH3:33])=[O:30])[CH2:27][CH2:28][C:23]=2[N:22]([CH:36]2[CH2:41][CH2:40][O:39][CH2:38][CH2:37]2)[N:21]=1.C(O[Na])(C)(C)C.C1(P(C2CCCCC2)C2C=CC=CC=2C2C(OC(C)C)=CC=CC=2OC(C)C)CCCCC1. Product: [C:17]([C:8]1[C:7]([C:5]2[CH:4]=[N:3][N:2]([CH3:1])[CH:6]=2)=[CH:16][C:11]2[O:12][CH2:13][CH2:14][N:15]([C:20]3[C:24]4[CH2:25][N:26]([C:29]([O:31][C:32]([CH3:34])([CH3:35])[CH3:33])=[O:30])[CH2:27][CH2:28][C:23]=4[N:22]([CH:36]4[CH2:37][CH2:38][O:39][CH2:40][CH2:41]4)[N:21]=3)[C:10]=2[CH:9]=1)#[N:18]. The catalyst class is: 12. (2) Reactant: [CH2:1]([O:3][C:4](=[O:21])[CH:5]([CH2:17][CH2:18][CH2:19][CH3:20])[CH:6]([C:12]([O:14][CH2:15][CH3:16])=[O:13])[C:7]([O:9][CH2:10][CH3:11])=[O:8])[CH3:2].[H-].[Na+].[C:24]([O:28][C:29](=[O:39])[NH:30][C:31]1[CH:36]=[CH:35][C:34]([CH2:37]Br)=[CH:33][N:32]=1)([CH3:27])([CH3:26])[CH3:25].C(O)C. Product: [CH2:10]([O:9][C:7](=[O:8])[C:6]([CH2:37][C:34]1[CH:33]=[N:32][C:31]([NH:30][C:29]([O:28][C:24]([CH3:27])([CH3:26])[CH3:25])=[O:39])=[CH:36][CH:35]=1)([C:12]([O:14][CH2:15][CH3:16])=[O:13])[CH:5]([CH2:17][CH2:18][CH2:19][CH3:20])[C:4]([O:3][CH2:1][CH3:2])=[O:21])[CH3:11]. The catalyst class is: 18. (3) Reactant: [Br:1][C:2]1[N:6]([C:7]([CH3:10])([CH3:9])[CH3:8])[N:5]=[CH:4][C:3]=1[C:11]([O:13]CC)=[O:12].[OH-].[Na+]. Product: [Br:1][C:2]1[N:6]([C:7]([CH3:8])([CH3:9])[CH3:10])[N:5]=[CH:4][C:3]=1[C:11]([OH:13])=[O:12]. The catalyst class is: 353. (4) The catalyst class is: 4. Product: [CH3:3][N:17]1[CH:18]=[C:14]([C:8]2[CH:9]=[CH:10][CH:11]=[CH:12][CH:13]=2)[N:15]=[CH:16]1.[CH3:3][N:15]1[C:14]([C:8]2[CH:9]=[CH:10][CH:11]=[CH:12][CH:13]=2)=[CH:18][N:17]=[CH:16]1. Reactant: [H-].[Na+].[CH2:3]1COCC1.[C:8]1([C:14]2[N:15]=[CH:16][NH:17][CH:18]=2)[CH:13]=[CH:12][CH:11]=[CH:10][CH:9]=1.CI. (5) Reactant: [F:1][C:2]1[CH:3]=[C:4]([C@@H:9]2[CH2:13][N:12]([CH2:14][CH2:15][O:16][CH3:17])[CH2:11][C@H:10]2[NH2:18])[CH:5]=[CH:6][C:7]=1[F:8].[CH3:19][C:20]1[C:21]([O:41][CH2:42][CH2:43][S:44]([CH3:47])(=[O:46])=[O:45])=[N:22][N:23]([C:35]2[CH:40]=[CH:39][CH:38]=[CH:37][CH:36]=2)[C:24]=1[NH:25][C:26](=O)[O:27]C1C=CC=CC=1.CCOC(C)=O. Product: [F:1][C:2]1[CH:3]=[C:4]([C@@H:9]2[CH2:13][N:12]([CH2:14][CH2:15][O:16][CH3:17])[CH2:11][C@H:10]2[NH:18][C:26]([NH:25][C:24]2[N:23]([C:35]3[CH:40]=[CH:39][CH:38]=[CH:37][CH:36]=3)[N:22]=[C:21]([O:41][CH2:42][CH2:43][S:44]([CH3:47])(=[O:45])=[O:46])[C:20]=2[CH3:19])=[O:27])[CH:5]=[CH:6][C:7]=1[F:8]. The catalyst class is: 2.